This data is from Reaction yield outcomes from USPTO patents with 853,638 reactions. The task is: Predict the reaction yield, written as a fraction of the theoretical maximum amount of product (1.0 means a 100% yield; for example, 0.34 means a 34% yield). (1) The reactants are [Cl:1][C:2]1[CH:7]=[C:6]([Cl:8])[CH:5]=[CH:4][C:3]=1[C:9]1[N:10]=[C:11]([CH2:16][C:17]2[CH:22]=[CH:21][C:20]([C:23]3[CH:28]=[CH:27][C:26]([OH:29])=[CH:25][CH:24]=3)=[CH:19][CH:18]=2)[N:12]([CH2:14][CH3:15])[CH:13]=1.Br[CH2:31][C:32]([O:34]C)=[O:33]. No catalyst specified. The product is [Cl:1][C:2]1[CH:7]=[C:6]([Cl:8])[CH:5]=[CH:4][C:3]=1[C:9]1[N:10]=[C:11]([CH2:16][C:17]2[CH:22]=[CH:21][C:20]([C:23]3[CH:24]=[CH:25][C:26]([O:29][CH2:31][C:32]([OH:34])=[O:33])=[CH:27][CH:28]=3)=[CH:19][CH:18]=2)[N:12]([CH2:14][CH3:15])[CH:13]=1. The yield is 0.160. (2) The reactants are [CH3:1][S:2]([OH:5])(=[O:4])=[O:3].[CH3:6][O:7][C:8]1[CH:13]=[CH:12][C:11]([C:14]2[O:18][C:17]([CH3:20])([CH3:19])[C:16](=[O:21])[C:15]=2[C:22]2[CH:27]=[CH:26][C:25]([O:28][CH2:29][C:30]3[CH:35]=[CH:34][C:33]([CH3:36])=[CH:32][N:31]=3)=[CH:24][CH:23]=2)=[CH:10][CH:9]=1. The catalyst is C(Cl)Cl.C(OCC)C. The product is [CH3:1][S:2]([OH:5])(=[O:4])=[O:3].[CH3:6][O:7][C:8]1[CH:9]=[CH:10][C:11]([C:14]2[O:18][C:17]([CH3:20])([CH3:19])[C:16](=[O:21])[C:15]=2[C:22]2[CH:27]=[CH:26][C:25]([O:28][CH2:29][C:30]3[CH:35]=[CH:34][C:33]([CH3:36])=[CH:32][N:31]=3)=[CH:24][CH:23]=2)=[CH:12][CH:13]=1. The yield is 0.909. (3) The reactants are [NH2:1][C:2]1[N:7]=[C:6]([NH:8][C:9]2[CH:23]=[CH:22][C:12]([CH2:13][C:14]3[CH:19]=[CH:18][N:17]=[C:16]([C:20]#[N:21])[CH:15]=3)=[CH:11][CH:10]=2)[CH:5]=[C:4]([C:24]2[CH:29]=[CH:28][CH:27]=[CH:26][CH:25]=2)[N:3]=1. The catalyst is CO.Cl.[Pd]. The product is [NH2:21][CH2:20][C:16]1[CH:15]=[C:14]([CH2:13][C:12]2[CH:11]=[CH:10][C:9]([NH:8][C:6]3[CH:5]=[C:4]([C:24]4[CH:25]=[CH:26][CH:27]=[CH:28][CH:29]=4)[N:3]=[C:2]([NH2:1])[N:7]=3)=[CH:23][CH:22]=2)[CH:19]=[CH:18][N:17]=1. The yield is 0.110. (4) The product is [OH:9][CH2:8][C:4]1[CH:3]=[C:2]([S:1][C:11]2[CH:18]=[CH:17][C:14]([C:15]#[N:16])=[CH:13][N:12]=2)[CH:7]=[CH:6][CH:5]=1. The reactants are [SH:1][C:2]1[CH:3]=[C:4]([CH2:8][OH:9])[CH:5]=[CH:6][CH:7]=1.Cl[C:11]1[CH:18]=[CH:17][C:14]([C:15]#[N:16])=[CH:13][N:12]=1. No catalyst specified. The yield is 0.760. (5) The reactants are [F:1][C:2]1[CH:7]=[C:6]([CH2:8]O)[CH:5]=[C:4]([NH:10][CH2:11][C:12]2[CH:17]=[CH:16][C:15]([O:18][CH3:19])=[CH:14][CH:13]=2)[N:3]=1.C(N(CC)CC)C.CS(Cl)(=O)=O.[CH:32]([C:35]1[C:40](=[O:41])[NH:39][C:38](=[O:42])[NH:37][C:36]=1[O:43][C:44]1[CH:45]=[C:46]([CH:49]=[C:50]([CH3:52])[CH:51]=1)[C:47]#[N:48])([CH3:34])[CH3:33].C(=O)([O-])[O-].[K+].[K+].[I-].[Li+]. The catalyst is C(Cl)(Cl)Cl.CN(C=O)C. The product is [F:1][C:2]1[CH:7]=[C:6]([CH2:8][N:37]2[C:36]([O:43][C:44]3[CH:45]=[C:46]([CH:49]=[C:50]([CH3:52])[CH:51]=3)[C:47]#[N:48])=[C:35]([CH:32]([CH3:33])[CH3:34])[C:40](=[O:41])[NH:39][C:38]2=[O:42])[CH:5]=[C:4]([NH:10][CH2:11][C:12]2[CH:17]=[CH:16][C:15]([O:18][CH3:19])=[CH:14][CH:13]=2)[N:3]=1. The yield is 0.470. (6) The reactants are [CH:1]([C:3]1[CH:18]=[CH:17][C:6]([O:7][C:8]2[CH:16]=[CH:15][C:11]([C:12]([NH2:14])=[O:13])=[CH:10][N:9]=2)=[C:5]([O:19][CH3:20])[CH:4]=1)=O.[N:21]1([CH2:27][CH2:28][NH2:29])[CH2:26][CH2:25][O:24][CH2:23][CH2:22]1. No catalyst specified. The product is [CH3:20][O:19][C:5]1[CH:4]=[C:3]([CH2:1][NH:29][CH2:28][CH2:27][N:21]2[CH2:26][CH2:25][O:24][CH2:23][CH2:22]2)[CH:18]=[CH:17][C:6]=1[O:7][C:8]1[CH:16]=[CH:15][C:11]([C:12]([NH2:14])=[O:13])=[CH:10][N:9]=1. The yield is 0.490. (7) The reactants are [F:1][C:2]1[C:7]([O:8][CH3:9])=[CH:6][C:5]([O:10][CH3:11])=[C:4]([F:12])[C:3]=1[N:13]1[CH2:18][C:17]2[CH:19]=[N:20][C:21]([NH:23]CC3C=CC(OC)=CC=3)=[CH:22][C:16]=2[N:15]([CH3:33])[C:14]1=[O:34]. The catalyst is C(O)(C(F)(F)F)=O. The product is [NH2:23][C:21]1[N:20]=[CH:19][C:17]2[CH2:18][N:13]([C:3]3[C:2]([F:1])=[C:7]([O:8][CH3:9])[CH:6]=[C:5]([O:10][CH3:11])[C:4]=3[F:12])[C:14](=[O:34])[N:15]([CH3:33])[C:16]=2[CH:22]=1. The yield is 0.670.